From a dataset of Forward reaction prediction with 1.9M reactions from USPTO patents (1976-2016). Predict the product of the given reaction. Given the reactants [C:1]([O:5][C:6]([N:8]1[C:16]2[C:11](=[CH:12][C:13]([O:17][CH2:18][CH2:19][CH2:20][CH2:21]Br)=[CH:14][CH:15]=2)[CH2:10][CH2:9]1)=[O:7])([CH3:4])([CH3:3])[CH3:2].[CH2:23]([CH2:26][NH2:27])[CH:24]=C.[CH3:28]N(C=O)C, predict the reaction product. The product is: [C:1]([O:5][C:6]([N:8]1[C:16]2[C:11](=[CH:12][C:13]([O:17][CH2:18][CH2:19][CH2:20][CH2:21][N:27]([CH2:26][CH:23]=[CH2:24])[CH3:28])=[CH:14][CH:15]=2)[CH2:10][CH2:9]1)=[O:7])([CH3:4])([CH3:3])[CH3:2].